Dataset: TCR-epitope binding with 47,182 pairs between 192 epitopes and 23,139 TCRs. Task: Binary Classification. Given a T-cell receptor sequence (or CDR3 region) and an epitope sequence, predict whether binding occurs between them. (1) The epitope is YLQPRTFLL. The TCR CDR3 sequence is CASSPDIEQYF. Result: 1 (the TCR binds to the epitope). (2) The epitope is YIFFASFYY. Result: 1 (the TCR binds to the epitope). The TCR CDR3 sequence is CASGVENSYEQYF.